From a dataset of Catalyst prediction with 721,799 reactions and 888 catalyst types from USPTO. Predict which catalyst facilitates the given reaction. (1) Reactant: [C:1]([OH:9])(=O)[C:2]1[CH:7]=[CH:6][CH:5]=[N:4][CH:3]=1.CCN(C(C)C)C(C)C.CN(C(ON1N=NC2C=CC=NC1=2)=[N+](C)C)C.F[P-](F)(F)(F)(F)F.Cl.[CH2:44]([O:51][C:52](=[O:71])[NH:53][CH2:54][CH2:55][CH2:56][CH2:57][C@H:58]([NH2:70])[C:59]([C:61]1[S:62][C:63]2[CH:69]=[CH:68][CH:67]=[CH:66][C:64]=2[N:65]=1)=[O:60])[C:45]1[CH:50]=[CH:49][CH:48]=[CH:47][CH:46]=1. Product: [CH2:44]([O:51][C:52](=[O:71])[NH:53][CH2:54][CH2:55][CH2:56][CH2:57][C@H:58]([NH:70][C:1]([C:2]1[CH:3]=[N:4][CH:5]=[CH:6][CH:7]=1)=[O:9])[C:59]([C:61]1[S:62][C:63]2[CH:69]=[CH:68][CH:67]=[CH:66][C:64]=2[N:65]=1)=[O:60])[C:45]1[CH:50]=[CH:49][CH:48]=[CH:47][CH:46]=1. The catalyst class is: 1. (2) Product: [CH3:12][O:13][C:14]1[CH:19]=[C:18]([C:2]2[O:6][C:5]([CH3:7])=[C:4]([C:8]([O:10][CH3:11])=[O:9])[CH:3]=2)[CH:17]=[CH:16][CH:15]=1. Reactant: Br[C:2]1[O:6][C:5]([CH3:7])=[C:4]([C:8]([O:10][CH3:11])=[O:9])[CH:3]=1.[CH3:12][O:13][C:14]1[CH:15]=[C:16](B(O)O)[CH:17]=[CH:18][CH:19]=1.C(=O)([O-])[O-].[Na+].[Na+].COCCOC. The catalyst class is: 103. (3) Reactant: II.C(Br)C.Br[C:7]1[CH:19]=[CH:18][C:10]([O:11][CH:12]2[CH2:17][CH2:16][CH2:15][CH2:14][O:13]2)=[CH:9][CH:8]=1.[CH3:20][N:21]([CH3:38])[CH2:22][CH2:23][CH2:24][N:25]1[CH:30]=[CH:29][C:28]([C:31](N(OC)C)=[O:32])=[CH:27][C:26]1=[O:37]. Product: [CH3:38][N:21]([CH3:20])[CH2:22][CH2:23][CH2:24][N:25]1[CH:30]=[CH:29][C:28]([C:31](=[O:32])[C:7]2[CH:19]=[CH:18][C:10]([O:11][CH:12]3[CH2:17][CH2:16][CH2:15][CH2:14][O:13]3)=[CH:9][CH:8]=2)=[CH:27][C:26]1=[O:37]. The catalyst class is: 1. (4) Reactant: [CH3:1][O:2][C:3]1[CH:4]=[C:5]2[C:10](=[CH:11][C:12]=1[O:13][CH3:14])[N:9]=[CH:8][CH:7]=[C:6]2[O:15][C:16]1[CH:21]=[CH:20][C:19]([NH:22][C:23](=O)[CH2:24][O:25][C:26]2[C:31]([F:32])=[CH:30][CH:29]=[CH:28][C:27]=2[F:33])=[CH:18][CH:17]=1.Cl.[OH-].[Na+]. Product: [F:33][C:27]1[CH:28]=[CH:29][CH:30]=[C:31]([F:32])[C:26]=1[O:25][CH2:24][CH2:23][NH:22][C:19]1[CH:20]=[CH:21][C:16]([O:15][C:6]2[C:5]3[C:10](=[CH:11][C:12]([O:13][CH3:14])=[C:3]([O:2][CH3:1])[CH:4]=3)[N:9]=[CH:8][CH:7]=2)=[CH:17][CH:18]=1. The catalyst class is: 7. (5) Reactant: [Cl:1][C:2]1[CH:18]=[CH:17][CH:16]=[C:15]([N+:19]([O-:21])=[O:20])[C:3]=1[O:4][C:5]1[CH:10]=[CH:9][C:8]([S:11](Cl)(=[O:13])=[O:12])=[CH:7][CH:6]=1.[CH2:22]([OH:27])[C:23]([CH3:26])([CH3:25])[CH3:24]. Product: [CH3:24][C:23]([CH3:26])([CH3:25])[CH2:22][O:27][S:11]([C:8]1[CH:7]=[CH:6][C:5]([O:4][C:3]2[C:15]([N+:19]([O-:21])=[O:20])=[CH:16][CH:17]=[CH:18][C:2]=2[Cl:1])=[CH:10][CH:9]=1)(=[O:13])=[O:12]. The catalyst class is: 17. (6) Reactant: [CH3:1][N:2]1[CH2:7][CH2:6][N:5]([C:8]2[CH:13]=[CH:12][CH:11]=[C:10]([N+:14]([O-])=O)[CH:9]=2)[CH2:4][CH2:3]1.[H][H]. Product: [CH3:1][N:2]1[CH2:3][CH2:4][N:5]([C:8]2[CH:9]=[C:10]([NH2:14])[CH:11]=[CH:12][CH:13]=2)[CH2:6][CH2:7]1. The catalyst class is: 19. (7) Reactant: [H-].[Na+].[CH2:3]([OH:7])[C:4]#[C:5][CH3:6].Cl[C:9]1[N:14]=[CH:13][N:12]=[C:11]([N:15]2[CH2:21][CH2:20][CH:19]([CH3:22])[CH2:18][CH2:17][CH:16]2[CH3:23])[CH:10]=1.[Cl-].[NH4+]. Product: [CH2:3]([O:7][C:9]1[N:14]=[CH:13][N:12]=[C:11]([N:15]2[CH2:21][CH2:20][CH:19]([CH3:22])[CH2:18][CH2:17][CH:16]2[CH3:23])[CH:10]=1)[C:4]#[C:5][CH3:6]. The catalyst class is: 7. (8) Reactant: [CH2:1]([CH:3]1[C:8](=[O:9])[NH:7][C:6]2[CH:10]=[CH:11][CH:12]=[C:13]([C:14]3[C:15]4[CH:24]=[CH:23][N:22]([S:25]([C:28]5[CH:33]=[CH:32][C:31]([CH3:34])=[CH:30][CH:29]=5)(=[O:27])=[O:26])[C:16]=4[C:17](=[O:21])[N:18]([CH3:20])[CH:19]=3)[C:5]=2[O:4]1)[CH3:2].[H-].[Na+].[CH3:37]I. Product: [CH2:1]([CH:3]1[C:8](=[O:9])[N:7]([CH3:37])[C:6]2[CH:10]=[CH:11][CH:12]=[C:13]([C:14]3[C:15]4[CH:24]=[CH:23][N:22]([S:25]([C:28]5[CH:29]=[CH:30][C:31]([CH3:34])=[CH:32][CH:33]=5)(=[O:26])=[O:27])[C:16]=4[C:17](=[O:21])[N:18]([CH3:20])[CH:19]=3)[C:5]=2[O:4]1)[CH3:2]. The catalyst class is: 9.